Task: Predict which catalyst facilitates the given reaction.. Dataset: Catalyst prediction with 721,799 reactions and 888 catalyst types from USPTO Reactant: [CH3:1][C@@:2]12[C:21](OS(C(F)(F)F)(=O)=O)=[CH:20][CH2:19][C@H:3]1[C@H:4]1[C@H:9]([CH2:10][CH2:11]2)[C@:8]([CH2:13][CH2:14][C:15]([OH:17])=[O:16])([CH3:12])[C:7](=[O:18])[CH2:6][CH2:5]1.[N:30]1[CH:35]=[CH:34][CH:33]=[C:32](B(O)O)[CH:31]=1. Product: [CH3:1][C@@:2]12[C:21]([C:32]3[CH:31]=[N:30][CH:35]=[CH:34][CH:33]=3)=[CH:20][CH2:19][C@H:3]1[C@H:4]1[C@H:9]([CH2:10][CH2:11]2)[C@:8]([CH2:13][CH2:14][C:15]([OH:17])=[O:16])([CH3:12])[C:7](=[O:18])[CH2:6][CH2:5]1. The catalyst class is: 516.